From a dataset of NCI-60 drug combinations with 297,098 pairs across 59 cell lines. Regression. Given two drug SMILES strings and cell line genomic features, predict the synergy score measuring deviation from expected non-interaction effect. (1) Drug 1: CC1=C2C(C(=O)C3(C(CC4C(C3C(C(C2(C)C)(CC1OC(=O)C(C(C5=CC=CC=C5)NC(=O)OC(C)(C)C)O)O)OC(=O)C6=CC=CC=C6)(CO4)OC(=O)C)OC)C)OC. Drug 2: CC1=C2C(C(=O)C3(C(CC4C(C3C(C(C2(C)C)(CC1OC(=O)C(C(C5=CC=CC=C5)NC(=O)OC(C)(C)C)O)O)OC(=O)C6=CC=CC=C6)(CO4)OC(=O)C)O)C)O. Cell line: NCI-H226. Synergy scores: CSS=45.3, Synergy_ZIP=-1.52, Synergy_Bliss=-3.07, Synergy_Loewe=-0.591, Synergy_HSA=2.36. (2) Drug 1: CCCCCOC(=O)NC1=NC(=O)N(C=C1F)C2C(C(C(O2)C)O)O. Drug 2: CN(C(=O)NC(C=O)C(C(C(CO)O)O)O)N=O. Cell line: UACC-257. Synergy scores: CSS=-3.95, Synergy_ZIP=2.74, Synergy_Bliss=2.66, Synergy_Loewe=-2.92, Synergy_HSA=-2.51. (3) Drug 1: C1CN(P(=O)(OC1)NCCCl)CCCl. Drug 2: CC12CCC3C(C1CCC2OP(=O)(O)O)CCC4=C3C=CC(=C4)OC(=O)N(CCCl)CCCl.[Na+]. Cell line: SW-620. Synergy scores: CSS=-0.0885, Synergy_ZIP=0.190, Synergy_Bliss=-1.49, Synergy_Loewe=-2.20, Synergy_HSA=-2.92. (4) Drug 1: CC1=C2C(C(=O)C3(C(CC4C(C3C(C(C2(C)C)(CC1OC(=O)C(C(C5=CC=CC=C5)NC(=O)OC(C)(C)C)O)O)OC(=O)C6=CC=CC=C6)(CO4)OC(=O)C)O)C)O. Drug 2: C1=CC=C(C=C1)NC(=O)CCCCCCC(=O)NO. Cell line: NCIH23. Synergy scores: CSS=10.4, Synergy_ZIP=-0.294, Synergy_Bliss=3.36, Synergy_Loewe=1.97, Synergy_HSA=2.02. (5) Synergy scores: CSS=8.70, Synergy_ZIP=6.65, Synergy_Bliss=12.1, Synergy_Loewe=-2.03, Synergy_HSA=8.57. Cell line: T-47D. Drug 1: CC=C1C(=O)NC(C(=O)OC2CC(=O)NC(C(=O)NC(CSSCCC=C2)C(=O)N1)C(C)C)C(C)C. Drug 2: C1=CN(C=N1)CC(O)(P(=O)(O)O)P(=O)(O)O. (6) Drug 1: C1=CC(=CC=C1CC(C(=O)O)N)N(CCCl)CCCl.Cl. Drug 2: C1=NC2=C(N=C(N=C2N1C3C(C(C(O3)CO)O)O)F)N. Cell line: IGROV1. Synergy scores: CSS=21.0, Synergy_ZIP=4.07, Synergy_Bliss=8.47, Synergy_Loewe=-2.06, Synergy_HSA=7.66. (7) Drug 1: CS(=O)(=O)C1=CC(=C(C=C1)C(=O)NC2=CC(=C(C=C2)Cl)C3=CC=CC=N3)Cl. Drug 2: C1CCC(C1)C(CC#N)N2C=C(C=N2)C3=C4C=CNC4=NC=N3. Cell line: ACHN. Synergy scores: CSS=2.08, Synergy_ZIP=0.889, Synergy_Bliss=3.82, Synergy_Loewe=-0.855, Synergy_HSA=0.819.